This data is from Catalyst prediction with 721,799 reactions and 888 catalyst types from USPTO. The task is: Predict which catalyst facilitates the given reaction. (1) Reactant: C([O:8][C:9]1[CH:18]=[C:17]2[C:12]([C:13]([NH:19][C:20]3[C:25]([F:26])=[CH:24][C:23]([Br:27])=[CH:22][C:21]=3[F:28])=[N:14][CH:15]=[N:16]2)=[CH:11][C:10]=1[O:29][CH3:30])C1C=CC=CC=1. Product: [Br:27][C:23]1[CH:22]=[C:21]([F:28])[C:20]([NH:19][C:13]2[C:12]3[C:17](=[CH:18][C:9]([OH:8])=[C:10]([O:29][CH3:30])[CH:11]=3)[N:16]=[CH:15][N:14]=2)=[C:25]([F:26])[CH:24]=1. The catalyst class is: 67. (2) Reactant: [N:1]1[CH:6]=[CH:5][CH:4]=[C:3]([N:7]2[C:11](=[O:12])[CH2:10][S:9][C:8]2=[S:13])[CH:2]=1.[CH2:14]([O:16][C:17]1[CH:18]=[C:19]([CH:22]=[CH:23][C:24]=1[OH:25])[CH:20]=O)[CH3:15].C([O-])(=O)C.[NH4+].O. Product: [N:1]1[CH:6]=[CH:5][CH:4]=[C:3]([N:7]2[C:11](=[O:12])[C:10](=[CH:20][C:19]3[CH:22]=[CH:23][C:24]([OH:25])=[C:17]([O:16][CH2:14][CH3:15])[CH:18]=3)[S:9][C:8]2=[S:13])[CH:2]=1. The catalyst class is: 15. (3) Reactant: [H-].[Na+].[CH3:3][O:4][C:5]1[N:6]=[C:7]2[C:12](=[CH:13][CH:14]=1)[N:11]=[CH:10][CH:9]=[C:8]2[CH:15]=O.[CH3:17][C:18](=[O:22])[O:19][CH2:20][CH3:21]. Product: [CH2:20]([O:19][C:18](=[O:22])/[CH:17]=[CH:15]/[C:8]1[C:7]2[C:12](=[CH:13][CH:14]=[C:5]([O:4][CH3:3])[N:6]=2)[N:11]=[CH:10][CH:9]=1)[CH3:21]. The catalyst class is: 20. (4) Reactant: [C:1]([O:5][C:6](=[O:9])[CH2:7][NH2:8])([CH3:4])([CH3:3])[CH3:2].[CH2:10]([C:12]1([CH2:16][CH:17]=O)[CH2:15][O:14][CH2:13]1)[CH3:11]. Product: [C:1]([O:5][C:6](=[O:9])[CH2:7]/[N:8]=[CH:11]/[CH2:10][C:12]1([CH2:16][CH3:17])[CH2:15][O:14][CH2:13]1)([CH3:4])([CH3:3])[CH3:2]. The catalyst class is: 2. (5) Reactant: Cl[C:2]1[C:11]2[C:6](=[CH:7][C:8]([S:12]([N:15]([CH2:21][C:22]3[CH:27]=[CH:26][C:25]([O:28][CH3:29])=[CH:24][C:23]=3[O:30][CH3:31])[C:16]3[S:17][CH:18]=[CH:19][N:20]=3)(=[O:14])=[O:13])=[CH:9][CH:10]=2)[C:5]([F:32])=[CH:4][N:3]=1.[OH:33][C:34]1[CH:39]=[CH:38][CH:37]=[CH:36][C:35]=1B(O)O.C(=O)([O-])[O-].[K+].[K+].O1CCOCC1. Product: [CH3:31][O:30][C:23]1[CH:24]=[C:25]([O:28][CH3:29])[CH:26]=[CH:27][C:22]=1[CH2:21][N:15]([C:16]1[S:17][CH:18]=[CH:19][N:20]=1)[S:12]([C:8]1[CH:7]=[C:6]2[C:11](=[CH:10][CH:9]=1)[C:2]([C:35]1[CH:36]=[CH:37][CH:38]=[CH:39][C:34]=1[OH:33])=[N:3][CH:4]=[C:5]2[F:32])(=[O:13])=[O:14]. The catalyst class is: 103. (6) Reactant: [H-].[Na+].[C:3]([O:11][C:12]([CH3:15])(C)C)(=[O:10])[CH2:4][C:5](OCC)=O.BrC1[CH:18]=[CH:19][C:20]([N+:23]([O-:25])=[O:24])=[N:21][CH:22]=1.C(O)(C(F)(F)F)=O. Product: [N+:23]([C:20]1[N:21]=[CH:22][C:5]([CH2:4][C:3]([O:11][CH2:12][CH3:15])=[O:10])=[CH:18][CH:19]=1)([O-:25])=[O:24]. The catalyst class is: 3.